This data is from Catalyst prediction with 721,799 reactions and 888 catalyst types from USPTO. The task is: Predict which catalyst facilitates the given reaction. (1) The catalyst class is: 3. Product: [Cl:12][C:3]1[C:2]([CH3:1])=[CH:7][C:6]([N+:8]([O-:10])=[O:9])=[CH:5][N:4]=1. Reactant: [CH3:1][C:2]1[C:3](O)=[N:4][CH:5]=[C:6]([N+:8]([O-:10])=[O:9])[CH:7]=1.[Cl:12]CCCl.[Cl-].[P+]=O. (2) Reactant: [CH2:1]([C:5]1[N:10]=[C:9]([CH3:11])[N:8]([C:12]2[N:17]=[CH:16][C:15]([O:18]CC3C=CC=CC=3)=[CH:14][N:13]=2)[C:7](=[O:26])[C:6]=1[CH2:27][C:28]1[CH:33]=[C:32]([CH2:34][CH2:35][CH3:36])[C:31]([O:37][Si:38]([C:41]([CH3:44])([CH3:43])[CH3:42])([CH3:40])[CH3:39])=[C:30]([CH2:45][CH2:46][CH3:47])[CH:29]=1)[CH2:2][CH2:3][CH3:4].[H][H].C(OCC)(=O)C. Product: [CH2:1]([C:5]1[N:10]=[C:9]([CH3:11])[N:8]([C:12]2[N:13]=[CH:14][C:15]([OH:18])=[CH:16][N:17]=2)[C:7](=[O:26])[C:6]=1[CH2:27][C:28]1[CH:33]=[C:32]([CH2:34][CH2:35][CH3:36])[C:31]([O:37][Si:38]([C:41]([CH3:44])([CH3:43])[CH3:42])([CH3:39])[CH3:40])=[C:30]([CH2:45][CH2:46][CH3:47])[CH:29]=1)[CH2:2][CH2:3][CH3:4]. The catalyst class is: 129.